From a dataset of Peptide-MHC class II binding affinity with 134,281 pairs from IEDB. Regression. Given a peptide amino acid sequence and an MHC pseudo amino acid sequence, predict their binding affinity value. This is MHC class II binding data. The MHC is DRB1_0301 with pseudo-sequence DRB1_0301. The peptide sequence is NPKNFQTMPGTFQTT. The binding affinity (normalized) is 0.135.